Dataset: Forward reaction prediction with 1.9M reactions from USPTO patents (1976-2016). Task: Predict the product of the given reaction. (1) Given the reactants C[Si]([C:5]#[C:6][C:7]1[CH:12]=[CH:11][C:10]([C:13]2[CH:18]=[CH:17][CH:16]=[CH:15][N:14]=2)=[CH:9][CH:8]=1)(C)C.[F-].C([N+](CCCC)(CCCC)CCCC)CCC.[OH-].[K+].CO.ClCCl, predict the reaction product. The product is: [C:6]([C:7]1[CH:12]=[CH:11][C:10]([C:13]2[CH:18]=[CH:17][CH:16]=[CH:15][N:14]=2)=[CH:9][CH:8]=1)#[CH:5]. (2) Given the reactants Br[C:2]1[C:11]2[C:6](=[CH:7][C:8]([S:13]([OH:16])(=[O:15])=[O:14])=[CH:9][C:10]=2[OH:12])[CH:5]=[C:4]([S:17]([OH:20])(=[O:19])=[O:18])[CH:3]=1.[CH3:21][N:22](C)C=O, predict the reaction product. The product is: [C:21]([C:2]1[C:11]2[C:6](=[CH:7][C:8]([S:13]([OH:16])(=[O:15])=[O:14])=[CH:9][C:10]=2[OH:12])[CH:5]=[C:4]([S:17]([OH:20])(=[O:19])=[O:18])[CH:3]=1)#[N:22]. (3) The product is: [C:5]([C:4]1[CH:7]=[CH:8][C:9]([CH:10]([F:12])[F:11])=[C:2]([CH:3]=1)[C:52]([O:53][CH3:54])=[O:50])#[N:6]. Given the reactants Br[C:2]1[CH:3]=[C:4]([CH:7]=[CH:8][C:9]=1[CH:10]([F:12])[F:11])[C:5]#[N:6].C(N(CC)CC)C.C1(P(C2C=CC=CC=2)CCCP(C2C=CC=CC=2)C2C=CC=CC=2)C=CC=CC=1.[C]=[O:50].C[CH2:52][O:53][CH2:54]C, predict the reaction product.